This data is from Peptide-MHC class II binding affinity with 134,281 pairs from IEDB. The task is: Regression. Given a peptide amino acid sequence and an MHC pseudo amino acid sequence, predict their binding affinity value. This is MHC class II binding data. (1) The peptide sequence is VVAVDIKEKGKDKWI. The MHC is DRB1_1101 with pseudo-sequence DRB1_1101. The binding affinity (normalized) is 0.449. (2) The peptide sequence is VWREMHHLVEFEPPH. The MHC is HLA-DQA10501-DQB10402 with pseudo-sequence HLA-DQA10501-DQB10402. The binding affinity (normalized) is 0. (3) The peptide sequence is SNGTGNIVSSVNMVSRL. The MHC is DRB1_0802 with pseudo-sequence DRB1_0802. The binding affinity (normalized) is 0.837. (4) The peptide sequence is TSWFYDNDNPYRTWH. The MHC is DRB1_0701 with pseudo-sequence DRB1_0701. The binding affinity (normalized) is 0.359. (5) The binding affinity (normalized) is 0.589. The MHC is DRB1_1501 with pseudo-sequence DRB1_1501. The peptide sequence is VTEFACVVAEAVVKT.